From a dataset of Forward reaction prediction with 1.9M reactions from USPTO patents (1976-2016). Predict the product of the given reaction. (1) Given the reactants [Cl:1][C:2]1[CH:8]=[CH:7][C:5]([NH2:6])=[CH:4][C:3]=1[C:9]1[CH:14]=[CH:13][CH:12]=[CH:11][N:10]=1.[Cl:15][C:16]1[CH:24]=[C:23]([CH2:25][S:26]([CH3:29])(=[O:28])=[O:27])[CH:22]=[CH:21][C:17]=1[C:18](O)=[O:19], predict the reaction product. The product is: [Cl:15][C:16]1[CH:24]=[C:23]([CH2:25][S:26]([CH3:29])(=[O:28])=[O:27])[CH:22]=[CH:21][C:17]=1[C:18]([NH:6][C:5]1[CH:7]=[CH:8][C:2]([Cl:1])=[C:3]([C:9]2[CH:14]=[CH:13][CH:12]=[CH:11][N:10]=2)[CH:4]=1)=[O:19]. (2) Given the reactants [Si](Cl)(C)(C)C.[CH3:6][O:7][C:8]1[CH:9]=[C:10]([C@H:14]([OH:17])[CH2:15]O)[CH:11]=[CH:12][CH:13]=1.CC(OC)(OC)OC.C(=O)([O-])[O-].[K+].[K+], predict the reaction product. The product is: [CH3:6][O:7][C:8]1[CH:9]=[C:10]([C@H:14]2[CH2:15][O:17]2)[CH:11]=[CH:12][CH:13]=1.